This data is from Reaction yield outcomes from USPTO patents with 853,638 reactions. The task is: Predict the reaction yield, written as a fraction of the theoretical maximum amount of product (1.0 means a 100% yield; for example, 0.34 means a 34% yield). (1) The reactants are [CH3:1][O:2][C:3]1[C:8]([CH3:9])=[CH:7][C:6]([NH:10][C:11](=[O:38])[CH2:12][N:13]([CH2:20][C:21]2[CH:26]=[CH:25][C:24]([CH2:27][C:28]([CH3:37])([CH3:36])[C:29]([O:31]C(C)(C)C)=[O:30])=[CH:23][CH:22]=2)[CH2:14][C:15]2[O:16][CH:17]=[CH:18][CH:19]=2)=[C:5]([CH3:39])[CH:4]=1.FC(F)(F)C(O)=O. The catalyst is ClCCl. The product is [CH3:1][O:2][C:3]1[C:8]([CH3:9])=[CH:7][C:6]([NH:10][C:11](=[O:38])[CH2:12][N:13]([CH2:20][C:21]2[CH:22]=[CH:23][C:24]([CH2:27][C:28]([CH3:36])([CH3:37])[C:29]([OH:31])=[O:30])=[CH:25][CH:26]=2)[CH2:14][C:15]2[O:16][CH:17]=[CH:18][CH:19]=2)=[C:5]([CH3:39])[CH:4]=1. The yield is 0.870. (2) The product is [OH:16][C:3]1[CH:4]=[C:5]([C:8]([C:10]2[CH:11]=[CH:12][CH:13]=[CH:14][CH:15]=2)=[O:9])[CH:6]=[CH:7][C:2]=1[CH3:1]. The yield is 0.700. The catalyst is C1(C)C=CC=CC=1. The reactants are [CH3:1][C:2]1[CH:7]=[CH:6][C:5]([C:8]([C:10]2[CH:15]=[CH:14][CH:13]=[CH:12][CH:11]=2)=[O:9])=[CH:4][C:3]=1[O:16]C.[Al+3].[Cl-].[Cl-].[Cl-].